Dataset: Forward reaction prediction with 1.9M reactions from USPTO patents (1976-2016). Task: Predict the product of the given reaction. (1) Given the reactants Cl.[F:2][C:3]([F:8])([F:7])[CH2:4][CH2:5][NH2:6].[CH3:9][C:10]1[S:14][C:13]([C:15]2[CH:23]=[CH:22][C:18]([C:19](O)=[O:20])=[CH:17][CH:16]=2)=[N:12][N:11]=1.C(P1(=O)OP(CCC)(=O)OP(CCC)(=O)O1)CC.CCN(C(C)C)C(C)C, predict the reaction product. The product is: [CH3:9][C:10]1[S:14][C:13]([C:15]2[CH:23]=[CH:22][C:18]([C:19]([NH:6][CH2:5][CH2:4][C:3]([F:8])([F:7])[F:2])=[O:20])=[CH:17][CH:16]=2)=[N:12][N:11]=1. (2) Given the reactants [Br:1][C:2]1[CH:7]=[CH:6][C:5]([C:8]2[C:12]3[CH2:13][N:14]([S:17]([CH3:20])(=[O:19])=[O:18])[CH2:15][CH2:16][C:11]=3[N:10]([CH2:21][CH:22]3[CH2:24][O:23]3)[N:9]=2)=[CH:4][CH:3]=1.[Cl:25][C:26]1[CH:27]=[CH:28][C:29]2[NH:33][C:32](=[O:34])[N:31]([CH:35]3[CH2:40][CH2:39][NH:38][CH2:37][CH2:36]3)[C:30]=2[CH:41]=1, predict the reaction product. The product is: [Br:1][C:2]1[CH:7]=[CH:6][C:5]([C:8]2[C:12]3[CH2:13][N:14]([S:17]([CH3:20])(=[O:19])=[O:18])[CH2:15][CH2:16][C:11]=3[N:10]([CH2:21][CH:22]([OH:23])[CH2:24][N:38]3[CH2:37][CH2:36][CH:35]([N:31]4[C:30]5[CH:41]=[C:26]([Cl:25])[CH:27]=[CH:28][C:29]=5[NH:33][C:32]4=[O:34])[CH2:40][CH2:39]3)[N:9]=2)=[CH:4][CH:3]=1. (3) The product is: [Br:1][C:2]1[CH:3]=[CH:4][C:5]([CH2:8][CH2:9][C:10]([O:12][CH2:13][CH3:14])=[O:11])=[N:6][CH:7]=1. Given the reactants [Br:1][C:2]1[CH:3]=[CH:4][C:5](/[CH:8]=[CH:9]/[C:10]([O:12][CH2:13][CH3:14])=[O:11])=[N:6][CH:7]=1.[BH4-].[Na+], predict the reaction product. (4) Given the reactants C(O[C:6](=O)[N:7]([C@@H:9]([CH3:48])[C:10]([NH:12][C@@H:13]([C:41]1[CH:46]=[CH:45][C:44]([F:47])=[CH:43][CH:42]=1)[C:14]([N:16]1[C@H:21]([C:22](=[O:34])[NH:23][C@H:24]2[C:33]3[C:28](=[CH:29][CH:30]=[CH:31][CH:32]=3)[O:27][CH2:26][CH2:25]2)[CH2:20][N:19]2[CH2:35][C@H:36]([O:38][CH2:39][CH3:40])[CH2:37][C@@H:18]2[CH2:17]1)=[O:15])=[O:11])C)(C)(C)C, predict the reaction product. The product is: [O:27]1[C:28]2[C:33](=[CH:32][CH:31]=[CH:30][CH:29]=2)[C@H:24]([NH:23][C:22]([C@@H:21]2[CH2:20][N:19]3[CH2:35][C@H:36]([O:38][CH2:39][CH3:40])[CH2:37][C@@H:18]3[CH2:17][N:16]2[C:14](=[O:15])[C@H:13]([C:41]2[CH:42]=[CH:43][C:44]([F:47])=[CH:45][CH:46]=2)[NH:12][C:10](=[O:11])[C@H:9]([CH3:48])[NH:7][CH3:6])=[O:34])[CH2:25][CH2:26]1. (5) Given the reactants [NH:1]([C:3]1[N:11]=[C:10]2[C:6]([N:7]=[CH:8][N:9]2[CH3:12])=[C:5]([NH:13][C:14]2[CH:19]=[CH:18][CH:17]=[CH:16][CH:15]=2)[N:4]=1)[NH2:2].CO[CH:22](OC)[CH2:23][C:24](=O)[CH3:25], predict the reaction product. The product is: [CH3:12][N:9]1[CH:8]=[N:7][C:6]2[C:10]1=[N:11][C:3]([N:1]1[CH:22]=[CH:23][C:24]([CH3:25])=[N:2]1)=[N:4][C:5]=2[NH:13][C:14]1[CH:15]=[CH:16][CH:17]=[CH:18][CH:19]=1. (6) Given the reactants [N+:1]([C:4]1[CH:5]=[C:6]2[C:10](=[CH:11][CH:12]=1)[NH:9][CH:8]=[CH:7]2)([O-:3])=[O:2].[C:13]1(=[O:19])[CH2:18][CH2:17][CH2:16][CH:15]=[CH:14]1, predict the reaction product. The product is: [N+:1]([C:4]1[CH:5]=[C:6]2[C:10](=[CH:11][CH:12]=1)[NH:9][CH:8]=[C:7]2[CH:15]1[CH2:16][CH2:17][CH2:18][C:13](=[O:19])[CH2:14]1)([O-:3])=[O:2]. (7) Given the reactants Br[C:2]1[CH2:3][CH2:4][CH2:5][O:6][CH:7]=1.[Cl:8][C:9]1[CH:14]=[CH:13][C:12](B(O)O)=[CH:11][CH:10]=1.C(=O)([O-])[O-].[K+].[K+].C(O)C.O, predict the reaction product. The product is: [Cl:8][C:9]1[CH:14]=[CH:13][C:12]([C:2]2[CH2:3][CH2:4][CH2:5][O:6][CH:7]=2)=[CH:11][CH:10]=1. (8) Given the reactants [CH3:1][O:2][C:3]1[CH:8]=[CH:7][CH:6]=[C:5]([O:9][CH3:10])[C:4]=1[OH:11].F[C:13]1[CH:18]=[CH:17][CH:16]=[CH:15][C:14]=1[N+:19]([O-:21])=[O:20].[CH3:22][O:23][C:24]1[CH:37]=[CH:36][CH:35]=[C:34]([O:38][CH3:39])[C:25]=1[O:26][C:27]1[CH:33]=[CH:32][CH:31]=[CH:30][C:28]=1[NH2:29].[NH2:40][C:41]1[S:42][CH:43]=[CH:44][N:45]=1, predict the reaction product. The product is: [CH3:10][O:9][C:5]1[CH:6]=[CH:7][CH:8]=[C:3]([O:2][CH3:1])[C:4]=1[O:11][C:13]1[CH:18]=[CH:17][CH:16]=[CH:15][C:14]=1[N+:19]([O-:21])=[O:20].[CH3:39][O:38][C:34]1[CH:35]=[CH:36][CH:37]=[C:24]([O:23][CH3:22])[C:25]=1[O:26][C:27]1[CH:33]=[CH:32][CH:31]=[CH:30][C:28]=1[NH:29][C:4]([NH:40][C:41]1[S:42][CH:43]=[CH:44][N:45]=1)=[O:11]. (9) The product is: [C:1]([O:5][C:6]([N:8]1[CH2:9][CH:10]([NH:12][C:13]2[CH:14]=[C:15]3[C:24](=[CH:25][C:26]=2[C:27]([F:29])([F:28])[F:30])[O:23][CH2:22][C:21]2[N:16]3[C@@H:17]([CH3:40])[C:18](=[O:39])[NH:19][N:20]=2)[CH2:11]1)=[O:7])([CH3:4])([CH3:2])[CH3:3].[C:1]([O:5][C:6]([N:8]1[CH2:9][CH:10]([NH:12][C:13]2[CH:14]=[C:15]3[C:24](=[CH:25][C:26]=2[C:27]([F:29])([F:28])[F:30])[O:23][CH2:22][C:21]2[N:16]3[C@H:17]([CH3:40])[C:18](=[O:39])[NH:19][N:20]=2)[CH2:11]1)=[O:7])([CH3:4])([CH3:2])[CH3:3]. Given the reactants [C:1]([O:5][C:6]([N:8]1[CH2:11][CH:10]([NH:12][C:13]2[CH:14]=[C:15]3[C:24](=[CH:25][C:26]=2[C:27]([F:30])([F:29])[F:28])[O:23][CH2:22][C:21]2[N:16]3[CH:17]([CH3:40])[C:18](=[O:39])[N:19](COCC[Si](C)(C)C)[N:20]=2)[CH2:9]1)=[O:7])([CH3:4])([CH3:3])[CH3:2].CCCC[N+](CCCC)(CCCC)CCCC.[F-], predict the reaction product.